This data is from Full USPTO retrosynthesis dataset with 1.9M reactions from patents (1976-2016). The task is: Predict the reactants needed to synthesize the given product. Given the product [Cl:50][C:51]1[C:52]([CH2:67][NH:68][C:14]([C@@H:9]2[CH2:10][C@@H:11]([F:13])[CH2:12][N:8]2[C:6]([O:5][C:1]([CH3:2])([CH3:3])[CH3:4])=[O:7])=[O:16])=[CH:53][C:54]([C:57]2[CH:62]=[N:61][C:60]([C:63]([F:65])([F:66])[F:64])=[N:59][CH:58]=2)=[N:55][CH:56]=1, predict the reactants needed to synthesize it. The reactants are: [C:1]([O:5][C:6]([N:8]1[CH2:12][C@H:11]([F:13])[CH2:10][C@H:9]1[C:14]([OH:16])=O)=[O:7])([CH3:4])([CH3:3])[CH3:2].CCN(C(C)C)C(C)C.CN(C(ON1N=NC2C=CC=NC1=2)=[N+](C)C)C.F[P-](F)(F)(F)(F)F.[Cl:50][C:51]1[C:52]([CH2:67][NH2:68])=[CH:53][C:54]([C:57]2[CH:58]=[N:59][C:60]([C:63]([F:66])([F:65])[F:64])=[N:61][CH:62]=2)=[N:55][CH:56]=1.